From a dataset of Reaction yield outcomes from USPTO patents with 853,638 reactions. Predict the reaction yield, written as a fraction of the theoretical maximum amount of product (1.0 means a 100% yield; for example, 0.34 means a 34% yield). (1) The reactants are [Cl:1][C:2]1[CH:7]=[C:6]([Cl:8])[CH:5]=[CH:4][C:3]=1[C:9]1[N:10]([C:20]2[CH:25]=[CH:24][C:23]([OH:26])=[CH:22][CH:21]=2)[C:11]([CH3:19])=[C:12]([C:14]([O:16][CH2:17][CH3:18])=[O:15])[N:13]=1.[F:27][CH2:28][CH2:29][CH2:30]O.C1(P(C2C=CC=CC=2)C2C=CC=CC=2)C=CC=CC=1.CCOC(/N=N/C(OCC)=O)=O. The catalyst is C1COCC1.C1(C)C=CC=CC=1. The product is [Cl:1][C:2]1[CH:7]=[C:6]([Cl:8])[CH:5]=[CH:4][C:3]=1[C:9]1[N:10]([C:20]2[CH:21]=[CH:22][C:23]([O:26][CH2:30][CH2:29][CH2:28][F:27])=[CH:24][CH:25]=2)[C:11]([CH3:19])=[C:12]([C:14]([O:16][CH2:17][CH3:18])=[O:15])[N:13]=1. The yield is 0.850. (2) The reactants are [Br:1][C:2]1[CH:3]=[C:4]([C:11](Cl)=[O:12])[C:5]2[O:9][CH2:8][CH2:7][C:6]=2[CH:10]=1.[NH2:14][C@@H:15]([CH2:26][OH:27])[CH2:16][C:17]1[C:25]2[C:20](=[CH:21][CH:22]=[CH:23][CH:24]=2)[NH:19][CH:18]=1.CN1CCOCC1.CCN=C=NCCCN(C)C. The catalyst is C(Cl)Cl. The product is [OH:27][CH2:26][C@H:15]([NH:14][C:11]([C:4]1[C:5]2[O:9][CH2:8][CH2:7][C:6]=2[CH:10]=[C:2]([Br:1])[CH:3]=1)=[O:12])[CH2:16][C:17]1[C:25]2[C:20](=[CH:21][CH:22]=[CH:23][CH:24]=2)[NH:19][CH:18]=1. The yield is 1.00. (3) The reactants are [CH2:1]([CH:6]1[C:10](=[O:11])[CH2:9][CH2:8][CH:7]1[CH:12](C(OC)=O)[C:13]([O:15][CH3:16])=[O:14])[CH2:2][CH2:3][CH2:4][CH3:5].C(C1C(=O)CCC1CC(O)=O)CCCC. The catalyst is O. The product is [CH2:1]([CH:6]1[C:10](=[O:11])[CH2:9][CH2:8][CH:7]1[CH2:12][C:13]([O:15][CH3:16])=[O:14])[CH2:2][CH2:3][CH2:4][CH3:5]. The yield is 0.907. (4) The product is [CH3:21][S:22]([O:1][C:2]1[CH:7]=[CH:6][C:5]([O:8][CH3:9])=[CH:4][C:3]=1[C:10]([CH3:13])([CH3:12])[CH3:11])(=[O:24])=[O:23]. The yield is 0.760. The reactants are [OH:1][C:2]1[CH:7]=[CH:6][C:5]([O:8][CH3:9])=[CH:4][C:3]=1[C:10]([CH3:13])([CH3:12])[CH3:11].C(N(CC)CC)C.[CH3:21][S:22](Cl)(=[O:24])=[O:23].C(=O)(O)[O-].[Na+]. The catalyst is C(=O)(OC)OC. (5) The reactants are [C:1]1([C:7]([OH:9])=[O:8])([C:4](O)=[O:5])[CH2:3][CH2:2]1.C(N(CC)CC)C.S(Cl)(Cl)=O.[C:21]1([NH2:27])[CH:26]=[CH:25][CH:24]=[CH:23][CH:22]=1. The catalyst is C1COCC1.C(OCC)(=O)C. The product is [C:21]1([NH:27][C:4]([C:1]2([C:7]([OH:9])=[O:8])[CH2:3][CH2:2]2)=[O:5])[CH:26]=[CH:25][CH:24]=[CH:23][CH:22]=1. The yield is 0.608. (6) The reactants are [F:1][C:2]1[CH:27]=[CH:26][C:25]([F:28])=[CH:24][C:3]=1[CH2:4][N:5]1[CH2:10][CH2:9][NH:8][C:7]2[N:11]=[CH:12][C:13]([C:15]3[CH:23]=[CH:22][C:18]([C:19]([OH:21])=O)=[CH:17][CH:16]=3)=[CH:14][C:6]1=2.[CH3:29][N:30]1[CH2:35][CH2:34][NH:33][CH2:32][CH2:31]1. No catalyst specified. The product is [F:1][C:2]1[CH:27]=[CH:26][C:25]([F:28])=[CH:24][C:3]=1[CH2:4][N:5]1[CH2:10][CH2:9][NH:8][C:7]2[N:11]=[CH:12][C:13]([C:15]3[CH:16]=[CH:17][C:18]([C:19]([N:33]4[CH2:34][CH2:35][N:30]([CH3:29])[CH2:31][CH2:32]4)=[O:21])=[CH:22][CH:23]=3)=[CH:14][C:6]1=2. The yield is 0.250. (7) The reactants are [C:1]([O:5][C:6]([N:8]1[CH2:16][C:15]2[C:10](=[CH:11][CH:12]=[CH:13][C:14]=2[NH:17][CH2:18][C:19]([O:21]CC)=[O:20])[CH2:9]1)=[O:7])([CH3:4])([CH3:3])[CH3:2].[Li+].[OH-].Cl. The catalyst is C1COCC1. The product is [C:1]([O:5][C:6]([N:8]1[CH2:16][C:15]2[C:10](=[CH:11][CH:12]=[CH:13][C:14]=2[NH:17][CH2:18][C:19]([OH:21])=[O:20])[CH2:9]1)=[O:7])([CH3:4])([CH3:2])[CH3:3]. The yield is 0.930. (8) The reactants are [Cl-].O[NH3+:3].[C:4](=[O:7])([O-])[OH:5].[Na+].CS(C)=O.[CH2:13]([C:17]1[N:18]=[C:19]([CH3:46])[N:20]([C:39]2[CH:44]=[CH:43][CH:42]=[C:41]([Cl:45])[CH:40]=2)[C:21](=[O:38])[C:22]=1[CH2:23][C:24]1[CH:29]=[CH:28][C:27]([C:30]2[C:31]([C:36]#[N:37])=[CH:32][CH:33]=[CH:34][CH:35]=2)=[CH:26][CH:25]=1)[CH2:14][CH2:15][CH3:16]. The catalyst is O.C(OCC)(=O)C. The product is [CH2:13]([C:17]1[N:18]=[C:19]([CH3:46])[N:20]([C:39]2[CH:44]=[CH:43][CH:42]=[C:41]([Cl:45])[CH:40]=2)[C:21](=[O:38])[C:22]=1[CH2:23][C:24]1[CH:25]=[CH:26][C:27]([C:30]2[CH:35]=[CH:34][CH:33]=[CH:32][C:31]=2[C:36]2[NH:3][C:4](=[O:7])[O:5][N:37]=2)=[CH:28][CH:29]=1)[CH2:14][CH2:15][CH3:16]. The yield is 0.600.